Task: Predict the reaction yield, written as a fraction of the theoretical maximum amount of product (1.0 means a 100% yield; for example, 0.34 means a 34% yield).. Dataset: Reaction yield outcomes from USPTO patents with 853,638 reactions The reactants are [CH:1]1([NH:4][C:5](=[O:31])[C:6]2[CH:11]=[CH:10][C:9]([C:12]3[N:16]4[CH:17]=[C:18]([C:25]5[CH:30]=[CH:29][CH:28]=[CH:27][CH:26]=5)[N:19]=[C:20](S(C)(=O)=O)[C:15]4=[N:14][CH:13]=3)=[CH:8][CH:7]=2)[CH2:3][CH2:2]1.[CH:32]1([CH2:38][NH2:39])[CH2:37][CH2:36][CH2:35][CH2:34][CH2:33]1.O. The catalyst is CN(C)C=O. The product is [CH:32]1([CH2:38][NH:39][C:20]2[C:15]3[N:16]([C:12]([C:9]4[CH:10]=[CH:11][C:6]([C:5]([NH:4][CH:1]5[CH2:3][CH2:2]5)=[O:31])=[CH:7][CH:8]=4)=[CH:13][N:14]=3)[CH:17]=[C:18]([C:25]3[CH:30]=[CH:29][CH:28]=[CH:27][CH:26]=3)[N:19]=2)[CH2:37][CH2:36][CH2:35][CH2:34][CH2:33]1. The yield is 0.270.